Task: Predict the reaction yield, written as a fraction of the theoretical maximum amount of product (1.0 means a 100% yield; for example, 0.34 means a 34% yield).. Dataset: Reaction yield outcomes from USPTO patents with 853,638 reactions (1) The reactants are Cl[C:2]1[C:7]([F:8])=[CH:6][CH:5]=[CH:4][N:3]=1.[CH:9]1([C:13]#[N:14])[CH2:12][CH2:11][CH2:10]1.C[Si](C)(C)[N-][Si](C)(C)C.[Na+]. The catalyst is C1(C)C=CC=CC=1. The product is [F:8][C:7]1[C:2]([C:9]2([C:13]#[N:14])[CH2:12][CH2:11][CH2:10]2)=[N:3][CH:4]=[CH:5][CH:6]=1. The yield is 0.830. (2) The reactants are Cl.[Br:2][C:3]1[CH:8]=[CH:7][CH:6]=[CH:5][C:4]=1[CH2:9][C:10](=[NH:12])[NH2:11].C[O:14][C:15](=O)/[C:16](/[O:26][CH2:27][C:28]1[CH:33]=[CH:32][CH:31]=[CH:30][CH:29]=1)=[C:17](\O)/[C:18]([O:20][C:21]([CH3:24])([CH3:23])[CH3:22])=[O:19].C[O-].[Na+].Cl. The product is [C:21]([O:20][C:18]([C:17]1[NH:12][C:10]([CH2:9][C:4]2[CH:5]=[CH:6][CH:7]=[CH:8][C:3]=2[Br:2])=[N:11][C:15](=[O:14])[C:16]=1[O:26][CH2:27][C:28]1[CH:33]=[CH:32][CH:31]=[CH:30][CH:29]=1)=[O:19])([CH3:24])([CH3:22])[CH3:23]. The catalyst is CO. The yield is 0.712. (3) The catalyst is C(OCC)(=O)C.[C-]#N.[Zn+2].[C-]#N.C1C=CC([P]([Pd]([P](C2C=CC=CC=2)(C2C=CC=CC=2)C2C=CC=CC=2)([P](C2C=CC=CC=2)(C2C=CC=CC=2)C2C=CC=CC=2)[P](C2C=CC=CC=2)(C2C=CC=CC=2)C2C=CC=CC=2)(C2C=CC=CC=2)C2C=CC=CC=2)=CC=1. The reactants are [CH3:1][O:2][CH2:3][C:4]1[CH:5]=[C:6]([CH:11]=[C:12](I)[CH:13]=1)[C:7]([O:9][CH3:10])=[O:8].[CH3:15][N:16](C)C=O. The yield is 0.860. The product is [C:15]([C:12]1[CH:11]=[C:6]([CH:5]=[C:4]([CH2:3][O:2][CH3:1])[CH:13]=1)[C:7]([O:9][CH3:10])=[O:8])#[N:16]. (4) The reactants are [Cl:1][C:2]1[CH:10]=[C:6]([C:7]([NH2:9])=[O:8])[C:5]([OH:11])=[CH:4][CH:3]=1.C(C1C=CC(C)=NC=1)C.Cl[C:22](OCC)=[O:23].Cl. The catalyst is C(OCCCC)(=O)C.O. The product is [Cl:1][C:2]1[CH:3]=[CH:4][C:5]2[O:11][C:22](=[O:23])[NH:9][C:7](=[O:8])[C:6]=2[CH:10]=1. The yield is 0.930. (5) The reactants are C[N:2]1[CH:7]=[C:6]([N+]([O-])=O)[CH:5]=[C:4]([N+:11]([O-:13])=[O:12])[C:3]1=O.[CH3:15][CH:16](C)[C:17](=O)C.N. The catalyst is CO. The product is [CH:16]([C:7]1[CH:6]=[CH:5][C:4]([N+:11]([O-:13])=[O:12])=[CH:3][N:2]=1)([CH3:17])[CH3:15]. The yield is 0.280. (6) The yield is 0.530. The product is [NH2:11][C:10]1[CH:12]=[CH:13][C:7]([O:6][C:5]2[CH:23]=[CH:24][C:25]([F:27])=[CH:26][C:4]=2[F:3])=[C:8]([C:29]2[C:38]3[C:33](=[CH:34][N:35]=[CH:36][CH:37]=3)[C:32](=[O:39])[N:31]([CH3:40])[CH:30]=2)[CH:9]=1. The catalyst is O1CCOCC1.O.C1C=CC(P(C2C=CC=CC=2)[C-]2C=CC=C2)=CC=1.C1C=CC(P(C2C=CC=CC=2)[C-]2C=CC=C2)=CC=1.Cl[Pd]Cl.[Fe+2]. The reactants are N#N.[F:3][C:4]1[CH:26]=[C:25]([F:27])[CH:24]=[CH:23][C:5]=1[O:6][C:7]1[CH:13]=[CH:12][C:10]([NH2:11])=[CH:9][C:8]=1B1OC(C)(C)C(C)(C)O1.Br[C:29]1[C:38]2[C:33](=[CH:34][N:35]=[CH:36][CH:37]=2)[C:32](=[O:39])[N:31]([CH3:40])[CH:30]=1.C([O-])([O-])=O.[K+].[K+]. (7) The reactants are [OH:1][CH2:2][CH2:3][NH:4][CH2:5][CH2:6][CH2:7][C:8]1[CH:15]=[CH:14][C:11]([C:12]#[N:13])=[CH:10][CH:9]=1.[NH2:16][C:17](N)=[O:18]. The catalyst is O. The product is [C:12]([C:11]1[CH:14]=[CH:15][C:8]([CH2:7][CH2:6][CH2:5][N:4]([CH2:3][CH2:2][OH:1])[C:17]([NH2:16])=[O:18])=[CH:9][CH:10]=1)#[N:13]. The yield is 0.720.